From a dataset of Forward reaction prediction with 1.9M reactions from USPTO patents (1976-2016). Predict the product of the given reaction. (1) Given the reactants [NH:1]1[CH2:6][CH2:5][CH2:4][CH:3]([CH2:7][OH:8])[CH2:2]1.[NH2:9][C:10]1[CH:17]=[CH:16][CH:15]=[C:14](F)[C:11]=1[C:12]#[N:13], predict the reaction product. The product is: [NH2:9][C:10]1[CH:17]=[CH:16][CH:15]=[C:14]([O:8][CH2:7][CH:3]2[CH2:4][CH2:5][CH2:6][NH:1][CH2:2]2)[C:11]=1[C:12]#[N:13]. (2) Given the reactants [CH2:1]([C@@H:8]([CH2:12][CH2:13][C@H:14]([CH2:34][C:35]1[CH:40]=[CH:39][CH:38]=[CH:37][CH:36]=1)[C:15]([NH:17][C@H:18]1[CH2:24][CH2:23][S:22][C@H:21]2[CH2:25][CH2:26][CH2:27][C@@H:28]([C:29]([O:31][CH3:32])=[O:30])[N:20]2[C:19]1=[O:33])=[O:16])[C:9](O)=[O:10])[C:2]1[CH:7]=[CH:6][CH:5]=[CH:4][CH:3]=1.Cl.[NH2:42][C@@H:43]1[C:50](=[O:51])[N:49]2[CH2:52][CH2:53][CH2:54][CH2:55][C@@H:48]2[CH:47]=[CH:46][CH2:45][CH2:44]1, predict the reaction product. The product is: [CH2:34]([C@@H:14]([CH2:13][CH2:12][C@H:8]([CH2:1][C:2]1[CH:3]=[CH:4][CH:5]=[CH:6][CH:7]=1)[C:9](=[O:10])[NH:42][C@@H:43]1[C:50](=[O:51])[N:49]2[CH2:52][CH2:53][CH2:54][CH2:55][C@@H:48]2[CH:47]=[CH:46][CH2:45][CH2:44]1)[C:15]([NH:17][C@H:18]1[CH2:24][CH2:23][S:22][C@H:21]2[CH2:25][CH2:26][CH2:27][C@@H:28]([C:29]([O:31][CH3:32])=[O:30])[N:20]2[C:19]1=[O:33])=[O:16])[C:35]1[CH:40]=[CH:39][CH:38]=[CH:37][CH:36]=1. (3) Given the reactants [F:1][C:2]([F:7])([F:6])[C:3]([OH:5])=[O:4].[Cl:8][C:9]1[CH:10]=[C:11]2[C:16](=[C:17]([Cl:19])[CH:18]=1)[CH2:15][N:14]([CH3:20])[CH2:13][C@H:12]2[C:21]1[CH:26]=[CH:25][CH:24]=[CH:23][C:22]=1[NH:27][C:28]([CH2:30][O:31][CH2:32][C:33]([OH:35])=O)=[O:29].CCN(C(C)C)C(C)C.C(Cl)CCl, predict the reaction product. The product is: [F:1][C:2]([F:7])([F:6])[C:3]([OH:5])=[O:4].[Cl:8][C:9]1[CH:10]=[C:11]2[C:16](=[C:17]([Cl:19])[CH:18]=1)[CH2:15][N:14]([CH3:20])[CH2:13][C@H:12]2[C:21]1[CH:26]=[CH:25][CH:24]=[CH:23][C:22]=1[N:27]1[C:28](=[O:29])[CH2:30][O:31][CH2:32][C:33]1=[O:35]. (4) Given the reactants C(=O)([O-])[O-].[Na+].[Na+].[CH3:7][C:8]1[CH:9]=[C:10]([CH:12]=[C:13](B2OC(C)(C)C(C)(C)O2)[CH:14]=1)[NH2:11].Br[C:25]1[S:29][C:28]([C:30]2([OH:34])[CH2:33][CH2:32][CH2:31]2)=[N:27][CH:26]=1, predict the reaction product. The product is: [NH2:11][C:10]1[CH:12]=[C:13]([C:25]2[S:29][C:28]([C:30]3([OH:34])[CH2:33][CH2:32][CH2:31]3)=[N:27][CH:26]=2)[CH:14]=[C:8]([CH3:7])[CH:9]=1. (5) Given the reactants Br[CH:2]([CH:16]([CH3:18])[CH3:17])[C:3]([NH:5][C:6]1[CH:11]=[CH:10][CH:9]=[C:8]([CH:12]([CH3:14])[CH3:13])[C:7]=1[OH:15])=[O:4].C(=O)([O-])[O-].[K+].[K+].Cl.O, predict the reaction product. The product is: [CH:16]([CH:2]1[C:3](=[O:4])[NH:5][C:6]2[CH:11]=[CH:10][CH:9]=[C:8]([CH:12]([CH3:14])[CH3:13])[C:7]=2[O:15]1)([CH3:18])[CH3:17]. (6) The product is: [CH3:1][O:2][C:3](=[O:7])[C@H:4]([NH:6][C:11]1[CH:12]=[C:13]([CH3:16])[C:14]([F:15])=[C:9]([CH3:8])[CH:10]=1)[CH3:5]. Given the reactants [CH3:1][O:2][C:3](=[O:7])[C@H:4]([NH2:6])[CH3:5].[CH3:8][C:9]1[CH:10]=[C:11](B(O)O)[CH:12]=[C:13]([CH3:16])[C:14]=1[F:15].C(N(CC)CC)C, predict the reaction product. (7) Given the reactants [CH3:1][C:2]([N:7]1[CH:11]=[C:10]([C:12]2[CH:35]=[CH:34][C:15]3[C:16]4[N:17]=[C:18]([C:24]5[N:25]([CH2:29][C:30]([F:33])([F:32])[F:31])[N:26]=[CH:27][N:28]=5)[S:19][C:20]=4[CH2:21][CH2:22][O:23][C:14]=3[CH:13]=2)[CH:9]=[N:8]1)([CH3:6])[C:3](O)=[O:4].[CH2:36]([CH2:38][NH2:39])[OH:37], predict the reaction product. The product is: [OH:37][CH2:36][CH2:38][NH:39][C:3](=[O:4])[C:2]([N:7]1[CH:11]=[C:10]([C:12]2[CH:35]=[CH:34][C:15]3[C:16]4[N:17]=[C:18]([C:24]5[N:25]([CH2:29][C:30]([F:31])([F:33])[F:32])[N:26]=[CH:27][N:28]=5)[S:19][C:20]=4[CH2:21][CH2:22][O:23][C:14]=3[CH:13]=2)[CH:9]=[N:8]1)([CH3:6])[CH3:1].